The task is: Regression. Given two drug SMILES strings and cell line genomic features, predict the synergy score measuring deviation from expected non-interaction effect.. This data is from NCI-60 drug combinations with 297,098 pairs across 59 cell lines. (1) Drug 1: CC(C)CN1C=NC2=C1C3=CC=CC=C3N=C2N. Drug 2: C1C(C(OC1N2C=NC3=C2NC=NCC3O)CO)O. Cell line: UACC62. Synergy scores: CSS=-0.998, Synergy_ZIP=0.962, Synergy_Bliss=0.507, Synergy_Loewe=-3.59, Synergy_HSA=-2.10. (2) Drug 2: CC1OCC2C(O1)C(C(C(O2)OC3C4COC(=O)C4C(C5=CC6=C(C=C35)OCO6)C7=CC(=C(C(=C7)OC)O)OC)O)O. Cell line: UACC-257. Synergy scores: CSS=11.1, Synergy_ZIP=-1.60, Synergy_Bliss=3.38, Synergy_Loewe=1.41, Synergy_HSA=3.20. Drug 1: CC(C1=C(C=CC(=C1Cl)F)Cl)OC2=C(N=CC(=C2)C3=CN(N=C3)C4CCNCC4)N. (3) Drug 1: CC1CCC2CC(C(=CC=CC=CC(CC(C(=O)C(C(C(=CC(C(=O)CC(OC(=O)C3CCCCN3C(=O)C(=O)C1(O2)O)C(C)CC4CCC(C(C4)OC)O)C)C)O)OC)C)C)C)OC. Drug 2: C1=CN(C=N1)CC(O)(P(=O)(O)O)P(=O)(O)O. Cell line: OVCAR3. Synergy scores: CSS=21.7, Synergy_ZIP=-5.85, Synergy_Bliss=-1.90, Synergy_Loewe=-4.70, Synergy_HSA=-0.414. (4) Drug 2: CC(C)(C#N)C1=CC=C(C=C1)N2C3=C4C=C(C=CC4=NC=C3N(C2=O)C)C5=CC6=CC=CC=C6N=C5. Synergy scores: CSS=52.1, Synergy_ZIP=14.7, Synergy_Bliss=14.2, Synergy_Loewe=-23.3, Synergy_HSA=9.94. Drug 1: C1CNP(=O)(OC1)N(CCCl)CCCl. Cell line: HT29. (5) Drug 2: CC1=C(C=C(C=C1)C(=O)NC2=CC(=CC(=C2)C(F)(F)F)N3C=C(N=C3)C)NC4=NC=CC(=N4)C5=CN=CC=C5. Drug 1: C1=CC(=CC=C1CC(C(=O)O)N)N(CCCl)CCCl.Cl. Cell line: HT29. Synergy scores: CSS=11.4, Synergy_ZIP=-1.30, Synergy_Bliss=3.07, Synergy_Loewe=-3.41, Synergy_HSA=-2.80. (6) Drug 1: C1=C(C(=O)NC(=O)N1)F. Drug 2: C1=CN(C=N1)CC(O)(P(=O)(O)O)P(=O)(O)O. Cell line: SNB-75. Synergy scores: CSS=18.7, Synergy_ZIP=-5.68, Synergy_Bliss=-1.06, Synergy_Loewe=-0.134, Synergy_HSA=0.248. (7) Drug 1: CC1=C(C=C(C=C1)NC(=O)C2=CC=C(C=C2)CN3CCN(CC3)C)NC4=NC=CC(=N4)C5=CN=CC=C5. Drug 2: CC1C(C(CC(O1)OC2CC(OC(C2O)C)OC3=CC4=CC5=C(C(=O)C(C(C5)C(C(=O)C(C(C)O)O)OC)OC6CC(C(C(O6)C)O)OC7CC(C(C(O7)C)O)OC8CC(C(C(O8)C)O)(C)O)C(=C4C(=C3C)O)O)O)O. Cell line: TK-10. Synergy scores: CSS=15.3, Synergy_ZIP=2.00, Synergy_Bliss=0.182, Synergy_Loewe=-34.9, Synergy_HSA=-3.91. (8) Drug 1: CC(C1=C(C=CC(=C1Cl)F)Cl)OC2=C(N=CC(=C2)C3=CN(N=C3)C4CCNCC4)N. Drug 2: CC(CN1CC(=O)NC(=O)C1)N2CC(=O)NC(=O)C2. Synergy scores: CSS=14.0, Synergy_ZIP=-6.53, Synergy_Bliss=-0.297, Synergy_Loewe=0.130, Synergy_HSA=0.211. Cell line: IGROV1.